Dataset: Reaction yield outcomes from USPTO patents with 853,638 reactions. Task: Predict the reaction yield, written as a fraction of the theoretical maximum amount of product (1.0 means a 100% yield; for example, 0.34 means a 34% yield). (1) The reactants are [CH3:1][N:2]1[C:10]2[C:5](=[CH:6][CH:7]=[CH:8][C:9]=2[O:11][C:12]2[CH:17]=[CH:16][N:15]=[CH:14][CH:13]=2)[CH:4]=[C:3]1[C:18]([OH:20])=O.CCN([CH:27]([CH3:29])[CH3:28])C(C)C.CN(C(O[N:38]1N=N[C:40]2[CH:41]=[CH:42][CH:43]=[N:44][C:39]1=2)=[N+](C)C)C.F[P-](F)(F)(F)(F)F.[CH:54]1C=NC2N(O)N=NC=2C=1.C[O:65][C:66]1[CH:71]=[CH:70][C:69](N)=CC=1.C[CH2:74][O:75][C:76](C)=O. The catalyst is CN(C=O)C. The product is [C:27]([C:41]1[CH:40]=[C:39]([N:38]2[CH2:69][CH2:70][CH2:71][C:66]2=[O:65])[C:74]([O:75][CH3:76])=[C:43]([NH:44][C:18]([C:3]2[N:2]([CH3:1])[C:10]3[C:5]([CH:4]=2)=[CH:6][CH:7]=[CH:8][C:9]=3[O:11][C:12]2[CH:13]=[CH:14][N:15]=[CH:16][CH:17]=2)=[O:20])[CH:42]=1)([CH3:29])([CH3:54])[CH3:28]. The yield is 0.780. (2) The reactants are [F:1][C:2]1[C:7]([C:8](=[O:11])[NH:9][CH3:10])=[CH:6][CH:5]=[C:4]([F:12])[C:3]=1[C:13]1[N:18]=[C:17]([C:19]([O:21]C)=[O:20])[CH:16]=[CH:15][C:14]=1[F:23].[Li+].[OH-]. No catalyst specified. The product is [F:1][C:2]1[C:7]([C:8](=[O:11])[NH:9][CH3:10])=[CH:6][CH:5]=[C:4]([F:12])[C:3]=1[C:13]1[N:18]=[C:17]([C:19]([OH:21])=[O:20])[CH:16]=[CH:15][C:14]=1[F:23]. The yield is 0.960. (3) The reactants are [N:1]1[NH:2][N:3]=[N:4][C:5]=1[C:6]1[CH:13]=[CH:12][C:9]([CH:10]=O)=[CH:8][CH:7]=1.[NH2:14][C:15]1[N:16]=[N:17][C:18]([CH3:21])=[CH:19][CH:20]=1.C([O:24][C:25](=O)[C:26]([OH:39])=[CH:27][C:28]([C:30]1[CH:35]=[CH:34][C:33]([CH:36]([CH3:38])[CH3:37])=[CH:32][CH:31]=1)=[O:29])C. No catalyst specified. The product is [OH:39][C:26]1[C:25](=[O:24])[N:14]([C:15]2[N:16]=[N:17][C:18]([CH3:21])=[CH:19][CH:20]=2)[CH:10]([C:9]2[CH:12]=[CH:13][C:6]([C:5]3[N:4]=[N:3][NH:2][N:1]=3)=[CH:7][CH:8]=2)[C:27]=1[C:28](=[O:29])[C:30]1[CH:35]=[CH:34][C:33]([CH:36]([CH3:38])[CH3:37])=[CH:32][CH:31]=1. The yield is 0.0600.